This data is from Peptide-MHC class II binding affinity with 134,281 pairs from IEDB. The task is: Regression. Given a peptide amino acid sequence and an MHC pseudo amino acid sequence, predict their binding affinity value. This is MHC class II binding data. (1) The peptide sequence is MSGHALAARTLLAAA. The MHC is DRB1_0901 with pseudo-sequence DRB1_0901. The binding affinity (normalized) is 0.574. (2) The peptide sequence is FDPYGATISATPESA. The MHC is HLA-DQA10401-DQB10402 with pseudo-sequence HLA-DQA10401-DQB10402. The binding affinity (normalized) is 0.719.